Dataset: Catalyst prediction with 721,799 reactions and 888 catalyst types from USPTO. Task: Predict which catalyst facilitates the given reaction. (1) Reactant: [C:1]([O:5][CH:6]([C:11]1[C:12]([C:21]2[CH:26]=[CH:25][C:24]([CH3:27])=[CH:23][CH:22]=2)=[C:13]2[CH:20]=[CH:19][NH:18][C:14]2=[N:15][C:16]=1[CH3:17])[C:7]([O:9][CH3:10])=[O:8])([CH3:4])([CH3:3])[CH3:2].[H-].[Na+].Br[CH2:31][C:32]1[CH:37]=[CH:36][C:35]([F:38])=[C:34]([CH3:39])[CH:33]=1. Product: [C:1]([O:5][CH:6]([C:11]1[C:12]([C:21]2[CH:26]=[CH:25][C:24]([CH3:27])=[CH:23][CH:22]=2)=[C:13]2[CH:20]=[CH:19][N:18]([CH2:31][C:32]3[CH:37]=[CH:36][C:35]([F:38])=[C:34]([CH3:39])[CH:33]=3)[C:14]2=[N:15][C:16]=1[CH3:17])[C:7]([O:9][CH3:10])=[O:8])([CH3:4])([CH3:3])[CH3:2]. The catalyst class is: 18. (2) Reactant: [F:1][C:2]1[C:10](C(O)=O)=[CH:9][CH:8]=[C:7]2[C:3]=1[C:4]([C:33]1[CH:38]=[CH:37][CH:36]=[C:35]([F:39])[CH:34]=1)=[N:5][N:6]2[C:14]([C:27]1[CH:32]=[CH:31][CH:30]=[CH:29][CH:28]=1)([C:21]1[CH:26]=[CH:25][CH:24]=[CH:23][CH:22]=1)[C:15]1[CH:20]=[CH:19][CH:18]=[CH:17][CH:16]=1.C([N:42]([CH2:45]C)CC)C.C1(P(N=[N+]=[N-])(C2C=CC=CC=2)=[O:54])C=CC=CC=1.[CH2:64]([OH:71])[C:65]1[CH:70]=[CH:69][CH:68]=[CH:67][CH:66]=1. Product: [CH2:64]([O:71][C:45](=[O:54])[NH:42][C:10]1[C:2]([F:1])=[C:3]2[C:7](=[CH:8][CH:9]=1)[N:6]([C:14]([C:27]1[CH:28]=[CH:29][CH:30]=[CH:31][CH:32]=1)([C:15]1[CH:16]=[CH:17][CH:18]=[CH:19][CH:20]=1)[C:21]1[CH:22]=[CH:23][CH:24]=[CH:25][CH:26]=1)[N:5]=[C:4]2[C:33]1[CH:38]=[CH:37][CH:36]=[C:35]([F:39])[CH:34]=1)[C:65]1[CH:70]=[CH:69][CH:68]=[CH:67][CH:66]=1. The catalyst class is: 93. (3) Reactant: C[O:2][C:3]([C:5]1[S:6][C:7]([C:23]#[C:24][C:25]([CH3:28])([CH3:27])[CH3:26])=[CH:8][C:9]=1[N:10]([CH:20]1[CH2:22][CH2:21]1)[C:11]([C@H:13]1[CH2:18][CH2:17][C@H:16]([CH3:19])[CH2:15][CH2:14]1)=[O:12])=[O:4].C1COCC1.O.[OH-].[Li+].Cl. Product: [CH:20]1([N:10]([C:11]([C@H:13]2[CH2:18][CH2:17][C@H:16]([CH3:19])[CH2:15][CH2:14]2)=[O:12])[C:9]2[CH:8]=[C:7]([C:23]#[C:24][C:25]([CH3:28])([CH3:27])[CH3:26])[S:6][C:5]=2[C:3]([OH:4])=[O:2])[CH2:21][CH2:22]1. The catalyst class is: 34. (4) Reactant: C(N(CC)CC)C.Cl.[N:9]1([CH2:14][C:15]2[CH:16]=[C:17]([CH:33]=[C:34]([Cl:36])[CH:35]=2)/[CH:18]=[CH:19]/[C:20]2[CH:25]=[CH:24][C:23]([N:26]3[CH2:31][CH2:30][CH:29]([NH2:32])[CH2:28][CH2:27]3)=[CH:22][CH:21]=2)[CH:13]=[CH:12][N:11]=[CH:10]1.[N:37]([CH2:40][C:41]([O:43][CH2:44][CH3:45])=[O:42])=[C:38]=[O:39]. Product: [N:9]1([CH2:14][C:15]2[CH:16]=[C:17]([CH:33]=[C:34]([Cl:36])[CH:35]=2)/[CH:18]=[CH:19]/[C:20]2[CH:25]=[CH:24][C:23]([N:26]3[CH2:27][CH2:28][CH:29]([NH:32][C:38](=[O:39])[NH:37][CH2:40][C:41]([O:43][CH2:44][CH3:45])=[O:42])[CH2:30][CH2:31]3)=[CH:22][CH:21]=2)[CH:13]=[CH:12][N:11]=[CH:10]1. The catalyst class is: 2. (5) Reactant: Cl.Cl[CH2:3][CH2:4][N:5]1[CH2:10][CH2:9][CH2:8][CH2:7][CH2:6]1.[OH:11][C:12]1[CH:19]=[CH:18][C:15]([CH:16]=[O:17])=[CH:14][CH:13]=1.C(=O)([O-])[O-].[K+].[K+].O. Product: [N:5]1([CH2:4][CH2:3][O:11][C:12]2[CH:19]=[CH:18][C:15]([CH:16]=[O:17])=[CH:14][CH:13]=2)[CH2:10][CH2:9][CH2:8][CH2:7][CH2:6]1. The catalyst class is: 3. (6) Reactant: [Cl:1][C:2]1[CH:3]=[C:4]([C:9](=[N:15][O:16][CH3:17])[CH2:10][CH2:11][C:12](O)=[O:13])[CH:5]=[CH:6][C:7]=1[Cl:8].C(N1C=CN=C1)([N:20]1C=CN=C1)=O.N.O1CCOCC1. Product: [Cl:1][C:2]1[CH:3]=[C:4]([C:9](=[N:15][O:16][CH3:17])[CH2:10][CH2:11][C:12]([NH2:20])=[O:13])[CH:5]=[CH:6][C:7]=1[Cl:8]. The catalyst class is: 1.